From a dataset of Peptide-MHC class I binding affinity with 185,985 pairs from IEDB/IMGT. Regression. Given a peptide amino acid sequence and an MHC pseudo amino acid sequence, predict their binding affinity value. This is MHC class I binding data. (1) The peptide sequence is YLEGTRTLL. The binding affinity (normalized) is 0.0847. The MHC is HLA-A01:01 with pseudo-sequence HLA-A01:01. (2) The peptide sequence is QTVDFTDCRT. The MHC is HLA-A02:02 with pseudo-sequence HLA-A02:02. The binding affinity (normalized) is 0.0458.